From a dataset of Catalyst prediction with 721,799 reactions and 888 catalyst types from USPTO. Predict which catalyst facilitates the given reaction. (1) Reactant: [N:1]1[C:10]2[CH:9]([NH:11][CH2:12][CH2:13][CH2:14][CH2:15][N:16]3[C:24](=[O:25])[C:23]4[C:18](=[CH:19][CH:20]=[CH:21][CH:22]=4)[C:17]3=[O:26])[CH2:8][CH2:7][CH2:6][C:5]=2[CH:4]=[CH:3][CH:2]=1.[CH3:27][N:28]1[C:32]2[CH:33]=[CH:34][CH:35]=[CH:36][C:31]=2[N:30]=[C:29]1[CH:37]=O.[BH-](OC(C)=O)(OC(C)=O)OC(C)=O.[Na+]. Product: [CH3:27][N:28]1[C:32]2[CH:33]=[CH:34][CH:35]=[CH:36][C:31]=2[N:30]=[C:29]1[CH2:37][N:11]([CH:9]1[C:10]2[N:1]=[CH:2][CH:3]=[CH:4][C:5]=2[CH2:6][CH2:7][CH2:8]1)[CH2:12][CH2:13][CH2:14][CH2:15][N:16]1[C:24](=[O:25])[C:23]2[C:18](=[CH:19][CH:20]=[CH:21][CH:22]=2)[C:17]1=[O:26]. The catalyst class is: 4. (2) Reactant: [CH2:1]([C:4]1[C:13]2[O:12][CH2:11][C:10]3=[C:14](C(O)=O)[N:15]=[CH:16][N:9]3[C:8]=2[CH:7]=[CH:6][CH:5]=1)[CH:2]=[CH2:3]. Product: [CH2:1]([C:4]1[C:13]2[O:12][CH2:11][C:10]3=[CH:14][N:15]=[CH:16][N:9]3[C:8]=2[CH:7]=[CH:6][CH:5]=1)[CH:2]=[CH2:3]. The catalyst class is: 262. (3) Reactant: [Cl:1][C:2]1[N:10]=[C:9]2[C:5]([N:6]=[CH:7][NH:8]2)=[C:4]([Cl:11])[N:3]=1.[CH:12](O)([CH3:14])[CH3:13].C1(P(C2C=CC=CC=2)C2C=CC=CC=2)C=CC=CC=1.C1C=CC(COC(/N=N/C(OCC2C=CC=CC=2)=O)=O)=CC=1. Product: [Cl:1][C:2]1[N:10]=[C:9]2[C:5]([N:6]=[CH:7][N:8]2[CH:12]([CH3:14])[CH3:13])=[C:4]([Cl:11])[N:3]=1. The catalyst class is: 1. (4) Reactant: [F:1][C:2]1[CH:7]=[CH:6][C:5]([N:8]2[C:12]([CH2:13][CH:14]([CH3:16])[CH3:15])=[CH:11][C:10]([C:17](OCC)=[O:18])=[N:9]2)=[CH:4][CH:3]=1.[H-].C([Al+]CC(C)C)C(C)C.Cl. Product: [F:1][C:2]1[CH:3]=[CH:4][C:5]([N:8]2[C:12]([CH2:13][CH:14]([CH3:15])[CH3:16])=[CH:11][C:10]([CH:17]=[O:18])=[N:9]2)=[CH:6][CH:7]=1. The catalyst class is: 4. (5) Reactant: [N:1]1([CH2:7][CH2:8][CH2:9][O:10][C:11]2[CH:26]=[CH:25][C:14]([C:15]([NH:17][C@H:18]([C:21]([O:23][CH3:24])=[O:22])[CH2:19][OH:20])=O)=[CH:13][CH:12]=2)[CH2:6][CH2:5][CH2:4][CH2:3][CH2:2]1.C(N(S(F)(F)F)CC)C.C(=O)([O-])[O-].[K+].[K+]. Product: [N:1]1([CH2:7][CH2:8][CH2:9][O:10][C:11]2[CH:26]=[CH:25][C:14]([C:15]3[O:20][CH2:19][CH:18]([C:21]([O:23][CH3:24])=[O:22])[N:17]=3)=[CH:13][CH:12]=2)[CH2:6][CH2:5][CH2:4][CH2:3][CH2:2]1. The catalyst class is: 4.